From a dataset of Forward reaction prediction with 1.9M reactions from USPTO patents (1976-2016). Predict the product of the given reaction. (1) Given the reactants [NH:1]1[C:9]2[CH:8]3[CH2:10][CH:5]([CH2:6][CH2:7]3)[C:4]=2[C:3]([C:11](OCC)=[O:12])=[N:2]1.[H-].[Al+3].[Li+].[H-].[H-].[H-], predict the reaction product. The product is: [NH:1]1[C:9]2[CH:8]3[CH2:10][CH:5]([CH2:6][CH2:7]3)[C:4]=2[C:3]([CH2:11][OH:12])=[N:2]1. (2) The product is: [Br-:29].[CH2:22]([N+:19]1[CH:20]=[CH:21][C:16](=[CH:15][CH:7]2[CH2:6][C:5]3[C:9](=[CH:10][C:11]([O:12][CH3:13])=[C:3]([O:2][CH3:1])[CH:4]=3)[C:8]2=[O:14])[CH2:17][CH:18]=1)[C:23]1[CH:28]=[CH:27][CH:26]=[CH:25][CH:24]=1. Given the reactants [CH3:1][O:2][C:3]1[CH:4]=[C:5]2[C:9](=[CH:10][C:11]=1[O:12][CH3:13])[C:8](=[O:14])[C:7](=[CH:15][C:16]1[CH:21]=[CH:20][N:19]=[CH:18][CH:17]=1)[CH2:6]2.[CH2:22]([Br:29])[C:23]1[CH:28]=[CH:27][CH:26]=[CH:25][CH:24]=1, predict the reaction product. (3) Given the reactants C[O:2][C:3]([C:5]1[C:10]([C:11]2[CH:16]=[CH:15][C:14]([Cl:17])=[CH:13][C:12]=2[Cl:18])=[CH:9][N:8]2[CH:19]=[CH:20][N:21]=[C:7]2[CH:6]=1)=O.CO.[Li+].[BH4-], predict the reaction product. The product is: [Cl:18][C:12]1[CH:13]=[C:14]([Cl:17])[CH:15]=[CH:16][C:11]=1[C:10]1[C:5]([CH2:3][OH:2])=[CH:6][C:7]2[N:8]([CH:19]=[CH:20][N:21]=2)[CH:9]=1. (4) The product is: [CH3:23][C:13]1[S:14][C:15]([C:16]2[CH:17]=[C:18]([CH3:22])[CH:19]=[CH:20][CH:21]=2)=[C:11]([C:9]([N:8]2[CH2:7][C@H:6]3[C@H:4]([CH2:5]3)[C@H:3]2[CH2:2][NH:1][C:34]([C:33]2[C:28]3[O:27][CH2:26][CH2:25][O:24][C:29]=3[CH:30]=[CH:31][CH:32]=2)=[O:35])=[O:10])[N:12]=1. Given the reactants [NH2:1][CH2:2][C@H:3]1[N:8]([C:9]([C:11]2[N:12]=[C:13]([CH3:23])[S:14][C:15]=2[C:16]2[CH:17]=[C:18]([CH3:22])[CH:19]=[CH:20][CH:21]=2)=[O:10])[CH2:7][C@H:6]2[C@@H:4]1[CH2:5]2.[O:24]1[C:29]2[CH:30]=[CH:31][CH:32]=[C:33]([C:34](O)=[O:35])[C:28]=2[O:27][CH2:26][CH2:25]1, predict the reaction product. (5) The product is: [CH3:1][O:2][C:3]1[CH:8]=[CH:7][C:6]([C:9]2[N:10]([CH2:21][CH2:22][CH2:23][CH2:24][CH2:25][B:26]([OH:28])[OH:27])[C:11]3[CH:17]=[CH:16][CH:15]=[CH:14][C:12]=3[N:13]=2)=[CH:5][CH:4]=1. Given the reactants [CH3:1][O:2][C:3]1[CH:8]=[CH:7][C:6]([C:9]2[NH:13][C:12]3[CH:14]=[CH:15][CH:16]=[CH:17][C:11]=3[N:10]=2)=[CH:5][CH:4]=1.[H-].[Na+].Br[CH2:21][CH2:22][CH2:23][CH2:24][CH2:25][B:26]([OH:28])[OH:27], predict the reaction product. (6) Given the reactants [NH2:1][C:2]1[N:6]([C:7]2[CH:12]=[CH:11][CH:10]=[CH:9][CH:8]=2)[N:5]=[C:4]([CH3:13])[CH:3]=1.Cl.[N:15](OCCC(C)C)=[O:16], predict the reaction product. The product is: [NH2:1][C:2]1[N:6]([C:7]2[CH:12]=[CH:11][CH:10]=[CH:9][CH:8]=2)[N:5]=[C:4]([CH3:13])[C:3]=1[N:15]=[O:16]. (7) Given the reactants Cl.[CH:2]1([C@H:8]2[CH2:13][NH:12][CH2:11][C@@H:10]([CH2:14][C:15]([O:17][CH3:18])=[O:16])[CH2:9]2)[CH2:7][CH2:6][CH2:5][CH2:4][CH2:3]1.Cl[C:20]1[N:25]=[C:24]([NH:26][C:27]2[NH:31][N:30]=[C:29]([CH:32]3[CH2:34][CH2:33]3)[CH:28]=2)[CH:23]=[C:22]([CH3:35])[N:21]=1.ClC1N=C(NC2NN=CC=2)C=C(C)N=1, predict the reaction product. The product is: [CH:2]1([C@H:8]2[CH2:13][N:12]([C:20]3[N:25]=[C:24]([NH:26][C:27]4[NH:31][N:30]=[C:29]([CH:32]5[CH2:34][CH2:33]5)[CH:28]=4)[CH:23]=[C:22]([CH3:35])[N:21]=3)[CH2:11][C@@H:10]([CH2:14][C:15]([O:17][CH3:18])=[O:16])[CH2:9]2)[CH2:3][CH2:4][CH2:5][CH2:6][CH2:7]1.